Dataset: Catalyst prediction with 721,799 reactions and 888 catalyst types from USPTO. Task: Predict which catalyst facilitates the given reaction. (1) Product: [CH3:1][C:2]([NH:23][C:21](=[O:17])[CH3:22])([CH3:14])[CH2:3][C:4]1[C:13]2[C:8](=[CH:9][CH:10]=[CH:11][CH:12]=2)[CH:7]=[CH:6][CH:5]=1. Reactant: [CH3:1][C:2](O)([CH3:14])[CH2:3][C:4]1[C:13]2[C:8](=[CH:9][CH:10]=[CH:11][CH:12]=2)[CH:7]=[CH:6][CH:5]=1.S(=O)(=O)(O)[OH:17].[C:21](#[N:23])[CH3:22]. The catalyst class is: 6. (2) Reactant: [NH2:1][C:2]1[CH:7]=[N:6][CH:5]=[CH:4][N:3]=1.[C:8]([N+:12]#[C-:13])([CH3:11])([CH3:10])[CH3:9].[Br:14][C:15]1[S:19][C:18]([CH:20]=O)=[CH:17][CH:16]=1.Cl(O)(=O)(=O)=O. Product: [Br:14][C:15]1[S:19][C:18]([C:20]2[N:1]=[C:2]3[CH:7]=[N:6][CH:5]=[CH:4][N:3]3[C:13]=2[NH:12][C:8]([CH3:11])([CH3:10])[CH3:9])=[CH:17][CH:16]=1. The catalyst class is: 2. (3) Reactant: [NH2:1][C:2]1[C:7]([N+:8]([O-])=O)=[CH:6][C:5]([CH:11]2[CH2:15][CH2:14][CH2:13][N:12]2[C:16]([O:18][C:19]([CH3:22])([CH3:21])[CH3:20])=[O:17])=[C:4]([O:23][C:24]2[CH:29]=[CH:28][C:27]([C:30]3[CH:35]=[CH:34][CH:33]=[CH:32][C:31]=3[F:36])=[CH:26][CH:25]=2)[CH:3]=1.[H][H]. Product: [NH2:1][C:2]1[C:7]([NH2:8])=[CH:6][C:5]([CH:11]2[CH2:15][CH2:14][CH2:13][N:12]2[C:16]([O:18][C:19]([CH3:22])([CH3:20])[CH3:21])=[O:17])=[C:4]([O:23][C:24]2[CH:25]=[CH:26][C:27]([C:30]3[CH:35]=[CH:34][CH:33]=[CH:32][C:31]=3[F:36])=[CH:28][CH:29]=2)[CH:3]=1. The catalyst class is: 227. (4) Reactant: [F:1][C:2]1[CH:3]=[C:4]([OH:11])[C:5]([N+:8]([O-])=O)=[N:6][CH:7]=1. Product: [NH2:8][C:5]1[C:4]([OH:11])=[CH:3][C:2]([F:1])=[CH:7][N:6]=1. The catalyst class is: 29.